Dataset: Full USPTO retrosynthesis dataset with 1.9M reactions from patents (1976-2016). Task: Predict the reactants needed to synthesize the given product. (1) Given the product [NH2:9][C:13]1([C:1]2[CH:6]=[CH:5][CH:4]=[CH:3][CH:2]=2)[CH2:14][CH2:15][C:16](=[O:19])[CH2:17][CH2:18]1, predict the reactants needed to synthesize it. The reactants are: [C:1]1([Mg]Br)[CH:6]=[CH:5][CH:4]=[CH:3][CH:2]=1.[O:9]1[C:13]2([CH2:18][CH2:17][C:16](=[N:19]S(C(C)(C)C)=O)[CH2:15][CH2:14]2)OCC1.Cl. (2) Given the product [Br:8][C:9]1[CH:10]=[C:11]([N:15]2[C:23]3[CH2:22][CH2:21][N:20]([C:2]4[N:7]=[CH:6][CH:5]=[CH:4][N:3]=4)[CH2:19][C:18]=3[C:17]([C:24]([O:26][CH2:27][CH3:28])=[O:25])=[N:16]2)[CH:12]=[CH:13][CH:14]=1, predict the reactants needed to synthesize it. The reactants are: Cl[C:2]1[N:7]=[CH:6][CH:5]=[CH:4][N:3]=1.[Br:8][C:9]1[CH:10]=[C:11]([N:15]2[C:23]3[CH2:22][CH2:21][NH:20][CH2:19][C:18]=3[C:17]([C:24]([O:26][CH2:27][CH3:28])=[O:25])=[N:16]2)[CH:12]=[CH:13][CH:14]=1.C(N(C(C)C)C(C)C)C.